The task is: Regression. Given two drug SMILES strings and cell line genomic features, predict the synergy score measuring deviation from expected non-interaction effect.. This data is from NCI-60 drug combinations with 297,098 pairs across 59 cell lines. (1) Drug 1: C1=CC(=CC=C1CCC2=CNC3=C2C(=O)NC(=N3)N)C(=O)NC(CCC(=O)O)C(=O)O. Drug 2: CN(C)N=NC1=C(NC=N1)C(=O)N. Cell line: HCT116. Synergy scores: CSS=30.3, Synergy_ZIP=0.655, Synergy_Bliss=-4.14, Synergy_Loewe=-7.41, Synergy_HSA=-3.13. (2) Drug 1: CN(CCCl)CCCl.Cl. Drug 2: CC(C)NC(=O)C1=CC=C(C=C1)CNNC.Cl. Cell line: HL-60(TB). Synergy scores: CSS=35.9, Synergy_ZIP=0.293, Synergy_Bliss=1.15, Synergy_Loewe=-40.7, Synergy_HSA=-0.242. (3) Drug 1: CCC1=C2CN3C(=CC4=C(C3=O)COC(=O)C4(CC)O)C2=NC5=C1C=C(C=C5)O. Drug 2: CC1CCCC2(C(O2)CC(NC(=O)CC(C(C(=O)C(C1O)C)(C)C)O)C(=CC3=CSC(=N3)C)C)C. Cell line: 786-0. Synergy scores: CSS=62.8, Synergy_ZIP=-1.47, Synergy_Bliss=-0.417, Synergy_Loewe=-1.84, Synergy_HSA=2.56. (4) Drug 1: CC1C(C(CC(O1)OC2CC(CC3=C2C(=C4C(=C3O)C(=O)C5=C(C4=O)C(=CC=C5)OC)O)(C(=O)C)O)N)O.Cl. Drug 2: CC(C)NC(=O)C1=CC=C(C=C1)CNNC.Cl. Cell line: SF-268. Synergy scores: CSS=23.1, Synergy_ZIP=-2.84, Synergy_Bliss=2.15, Synergy_Loewe=-33.7, Synergy_HSA=-1.80. (5) Drug 1: CC12CCC(CC1=CCC3C2CCC4(C3CC=C4C5=CN=CC=C5)C)O. Drug 2: C1CN(P(=O)(OC1)NCCCl)CCCl. Cell line: KM12. Synergy scores: CSS=12.9, Synergy_ZIP=-4.06, Synergy_Bliss=0.0320, Synergy_Loewe=-22.7, Synergy_HSA=-2.44. (6) Drug 1: C1=NC(=NC(=O)N1C2C(C(C(O2)CO)O)O)N. Drug 2: CN(CC1=CN=C2C(=N1)C(=NC(=N2)N)N)C3=CC=C(C=C3)C(=O)NC(CCC(=O)O)C(=O)O. Cell line: RXF 393. Synergy scores: CSS=23.8, Synergy_ZIP=1.23, Synergy_Bliss=2.49, Synergy_Loewe=-14.6, Synergy_HSA=1.77.